This data is from Forward reaction prediction with 1.9M reactions from USPTO patents (1976-2016). The task is: Predict the product of the given reaction. (1) Given the reactants [F:1][C:2]1[CH:7]=[C:6]([CH3:8])[CH:5]=[CH:4][C:3]=1[C:9]1[CH:10]=[N:11][CH:12]=[C:13]([CH:17]=1)[C:14]([OH:16])=[O:15].ClC1C=CC=C(C(OO)=[O:26])C=1, predict the reaction product. The product is: [F:1][C:2]1[CH:7]=[C:6]([CH3:8])[CH:5]=[CH:4][C:3]=1[C:9]1[CH:10]=[N+:11]([O-:26])[CH:12]=[C:13]([CH:17]=1)[C:14]([OH:16])=[O:15]. (2) Given the reactants [CH3:1][N:2]1[C:6]([CH3:7])=[C:5]([C:8]([NH:10][C:11]2[CH:26]=[CH:25][C:14]([O:15][C:16]3[CH:21]=[CH:20][N:19]=[C:18](C(N)=O)[CH:17]=3)=[C:13]([F:27])[C:12]=2[F:28])=[O:9])[C:4](=[O:29])[N:3]1[C:30]1[CH:35]=[CH:34][CH:33]=[CH:32][CH:31]=1.C(O)(=O)C.C(O)(=O)C.IC1C=CC=CC=1.CC#[N:53], predict the reaction product. The product is: [NH2:53][C:18]1[CH:17]=[C:16]([O:15][C:14]2[CH:25]=[CH:26][C:11]([NH:10][C:8]([C:5]3[C:4](=[O:29])[N:3]([C:30]4[CH:31]=[CH:32][CH:33]=[CH:34][CH:35]=4)[N:2]([CH3:1])[C:6]=3[CH3:7])=[O:9])=[C:12]([F:28])[C:13]=2[F:27])[CH:21]=[CH:20][N:19]=1. (3) Given the reactants [CH2:1]([C:4]1[CH:5]=[C:6]([CH:9]=[CH:10][C:11]=1[OH:12])[C:7]#[N:8])[CH:2]=[CH2:3].C(N(CC)CC)C.[Cl:20][C:21]([Cl:26])([Cl:25])[C:22](Cl)=[O:23], predict the reaction product. The product is: [Cl:20][C:21]([Cl:26])([Cl:25])[C:22]([O:12][C:11]1[CH:10]=[CH:9][C:6]([C:7]#[N:8])=[CH:5][C:4]=1[CH2:1][CH:2]=[CH2:3])=[O:23].